From a dataset of NCI-60 drug combinations with 297,098 pairs across 59 cell lines. Regression. Given two drug SMILES strings and cell line genomic features, predict the synergy score measuring deviation from expected non-interaction effect. (1) Drug 1: COC1=CC(=CC(=C1O)OC)C2C3C(COC3=O)C(C4=CC5=C(C=C24)OCO5)OC6C(C(C7C(O6)COC(O7)C8=CC=CS8)O)O. Drug 2: CC1CCC2CC(C(=CC=CC=CC(CC(C(=O)C(C(C(=CC(C(=O)CC(OC(=O)C3CCCCN3C(=O)C(=O)C1(O2)O)C(C)CC4CCC(C(C4)OC)OCCO)C)C)O)OC)C)C)C)OC. Cell line: HS 578T. Synergy scores: CSS=28.5, Synergy_ZIP=-5.09, Synergy_Bliss=-3.44, Synergy_Loewe=3.71, Synergy_HSA=4.86. (2) Cell line: MDA-MB-231. Drug 2: CN(C(=O)NC(C=O)C(C(C(CO)O)O)O)N=O. Synergy scores: CSS=22.3, Synergy_ZIP=-10.2, Synergy_Bliss=-3.99, Synergy_Loewe=-19.1, Synergy_HSA=-3.58. Drug 1: C1=NC(=NC(=O)N1C2C(C(C(O2)CO)O)O)N. (3) Drug 1: CC1C(C(=O)NC(C(=O)N2CCCC2C(=O)N(CC(=O)N(C(C(=O)O1)C(C)C)C)C)C(C)C)NC(=O)C3=C4C(=C(C=C3)C)OC5=C(C(=O)C(=C(C5=N4)C(=O)NC6C(OC(=O)C(N(C(=O)CN(C(=O)C7CCCN7C(=O)C(NC6=O)C(C)C)C)C)C(C)C)C)N)C. Drug 2: C1C(C(OC1N2C=NC3=C2NC=NCC3O)CO)O. Cell line: HOP-62. Synergy scores: CSS=22.3, Synergy_ZIP=0.346, Synergy_Bliss=2.88, Synergy_Loewe=-5.20, Synergy_HSA=0.882. (4) Drug 1: CC1OCC2C(O1)C(C(C(O2)OC3C4COC(=O)C4C(C5=CC6=C(C=C35)OCO6)C7=CC(=C(C(=C7)OC)O)OC)O)O. Drug 2: C(CN)CNCCSP(=O)(O)O. Cell line: UACC62. Synergy scores: CSS=16.0, Synergy_ZIP=-9.03, Synergy_Bliss=-1.14, Synergy_Loewe=-13.1, Synergy_HSA=-1.84. (5) Drug 1: CC1=C(C=C(C=C1)C(=O)NC2=CC(=CC(=C2)C(F)(F)F)N3C=C(N=C3)C)NC4=NC=CC(=N4)C5=CN=CC=C5. Drug 2: CC(C)(C#N)C1=CC(=CC(=C1)CN2C=NC=N2)C(C)(C)C#N. Cell line: PC-3. Synergy scores: CSS=6.34, Synergy_ZIP=-3.05, Synergy_Bliss=-3.56, Synergy_Loewe=0.985, Synergy_HSA=-3.29. (6) Drug 1: C1=CC(=CC=C1CC(C(=O)O)N)N(CCCl)CCCl.Cl. Drug 2: C1=NC(=NC(=O)N1C2C(C(C(O2)CO)O)O)N. Cell line: RXF 393. Synergy scores: CSS=18.1, Synergy_ZIP=-1.55, Synergy_Bliss=1.81, Synergy_Loewe=-24.5, Synergy_HSA=2.68.